This data is from Forward reaction prediction with 1.9M reactions from USPTO patents (1976-2016). The task is: Predict the product of the given reaction. (1) The product is: [CH3:8][N:5]1[CH2:6][CH2:7][CH:2]([O:1][CH2:16][Sn:15]([CH2:11][CH2:12][CH2:13][CH3:14])([CH2:22][CH2:23][CH2:24][CH3:25])[CH2:18][CH2:19][CH2:20][CH3:21])[CH2:3][CH2:4]1. Given the reactants [OH:1][CH:2]1[CH2:7][CH2:6][N:5]([CH3:8])[CH2:4][CH2:3]1.[H-].[Na+].[CH2:11]([Sn:15]([CH2:22][CH2:23][CH2:24][CH3:25])([CH2:18][CH2:19][CH2:20][CH3:21])[CH2:16]I)[CH2:12][CH2:13][CH3:14].CN(C)C=O, predict the reaction product. (2) The product is: [C:15]([O:19][C:20]([N:4]1[CH2:5][CH2:6][CH2:7][CH:2]([OH:1])[CH2:3]1)=[O:21])([CH3:18])([CH3:17])[CH3:16]. Given the reactants [OH:1][CH:2]1[CH2:7][CH2:6][CH2:5][NH:4][CH2:3]1.CCN(CC)CC.[C:15]([O:19][C:20](=O)[O:21]C(C)(C)C)([CH3:18])([CH3:17])[CH3:16], predict the reaction product. (3) Given the reactants CS(O[CH2:6][C:7]1[CH:25]=[C:10]2[C:11](=[O:24])[N:12]([CH2:15][C:16]3[CH:21]=[CH:20][C:19]([O:22][CH3:23])=[CH:18][CH:17]=3)[CH2:13][CH2:14][N:9]2[N:8]=1)(=O)=O.[F:26][CH:27]([F:37])[O:28][C:29]1[CH:35]=[CH:34][C:32]([NH2:33])=[C:31]([F:36])[CH:30]=1.C([O-])([O-])=O.[Cs+].[Cs+].CN(C=O)C, predict the reaction product. The product is: [F:37][CH:27]([F:26])[O:28][C:29]1[CH:35]=[CH:34][C:32]([NH:33][CH2:6][C:7]2[CH:25]=[C:10]3[C:11](=[O:24])[N:12]([CH2:15][C:16]4[CH:21]=[CH:20][C:19]([O:22][CH3:23])=[CH:18][CH:17]=4)[CH2:13][CH2:14][N:9]3[N:8]=2)=[C:31]([F:36])[CH:30]=1. (4) Given the reactants C([CH:3]([C:5]1[N:9]([CH2:10][CH:11]([CH3:13])[CH3:12])[N:8]=[C:7]([CH3:14])[CH:6]=1)O)C.C1C=CC(P(C2C=CC=CC=2)C2C=CC=CC=2)=CC=1.C(Br)(Br)(Br)[Br:35], predict the reaction product. The product is: [Br:35][CH2:3][C:5]1[N:9]([CH2:10][CH:11]([CH3:13])[CH3:12])[N:8]=[C:7]([CH3:14])[CH:6]=1. (5) Given the reactants [Br:1][C:2]1[CH:7]=[CH:6][C:5](I)=[C:4]([O:9][CH3:10])[CH:3]=1.C(#N)C.[C:14]([Si:16]([CH3:19])([CH3:18])[CH3:17])#[CH:15], predict the reaction product. The product is: [Br:1][C:2]1[CH:7]=[CH:6][C:5]([C:15]#[C:14][Si:16]([CH3:19])([CH3:18])[CH3:17])=[C:4]([O:9][CH3:10])[CH:3]=1. (6) Given the reactants S([O-])([O-])=O.[Na+].[Na+].[Cl:7][C:8]1[CH:16]=[CH:15][C:14]([S:17](F)(=[O:19])=[O:18])=[CH:13][C:9]=1[C:10]([OH:12])=[O:11].[OH-].[Na+], predict the reaction product. The product is: [Cl:7][C:8]1[CH:16]=[CH:15][C:14]([S:17]([OH:19])=[O:18])=[CH:13][C:9]=1[C:10]([OH:12])=[O:11].